Dataset: Full USPTO retrosynthesis dataset with 1.9M reactions from patents (1976-2016). Task: Predict the reactants needed to synthesize the given product. (1) Given the product [F:32][C:29]1[CH:30]=[CH:31][C:25]2[N:24]=[C:23]([C:18]3[C:17]4[C:16]5[C:11](=[CH:12][CH:13]=[CH:14][CH:15]=5)[N:10]([C:8]5[CH:7]=[CH:6][C:3]([C:4]([NH2:5])=[O:49])=[C:2]([NH:48][CH2:47][CH2:46][N:41]6[CH:45]=[CH:44][N:43]=[CH:42]6)[CH:9]=5)[C:22]=4[CH:21]=[CH:20][CH:19]=3)[NH:27][C:26]=2[CH:28]=1, predict the reactants needed to synthesize it. The reactants are: F[C:2]1[CH:9]=[C:8]([N:10]2[C:22]3[CH:21]=[CH:20][CH:19]=[C:18]([C:23]4[NH:27][C:26]5[CH:28]=[C:29]([F:32])[CH:30]=[CH:31][C:25]=5[N:24]=4)[C:17]=3[C:16]3[C:11]2=[CH:12][CH:13]=[CH:14][CH:15]=3)[CH:7]=[CH:6][C:3]=1[C:4]#[N:5].C(=O)([O-])[O-].[K+].[K+].Cl.Cl.[N:41]1([CH2:46][CH2:47][NH2:48])[CH:45]=[CH:44][N:43]=[CH:42]1.[OH-:49].[Na+].OO. (2) Given the product [Cl:17][C:6]1[N:5]=[C:4]([C:18]2[N:23]=[CH:22][CH:21]=[CH:20][N:19]=2)[N:3]=[C:2]([NH:31][S:28]([CH2:25][CH2:26][CH3:27])(=[O:30])=[O:29])[C:7]=1[O:8][C:9]1[CH:14]=[CH:13][CH:12]=[CH:11][C:10]=1[O:15][CH3:16], predict the reactants needed to synthesize it. The reactants are: Cl[C:2]1[C:7]([O:8][C:9]2[CH:14]=[CH:13][CH:12]=[CH:11][C:10]=2[O:15][CH3:16])=[C:6]([Cl:17])[N:5]=[C:4]([C:18]2[N:23]=[CH:22][CH:21]=[CH:20][N:19]=2)[N:3]=1.[K+].[CH2:25]([S:28]([NH-:31])(=[O:30])=[O:29])[CH2:26][CH3:27].Cl.